Dataset: Full USPTO retrosynthesis dataset with 1.9M reactions from patents (1976-2016). Task: Predict the reactants needed to synthesize the given product. (1) Given the product [ClH:13].[Cl:13][C:10]1[CH:11]=[CH:12][C:7]([NH:6][C:4](=[O:5])[C:3]2[CH:14]=[CH:15][CH:16]=[C:17]([OH:18])[C:2]=2[NH:1][CH2:28][CH:25]2[CH2:26][CH2:27][N:22]([CH:19]([CH3:21])[CH3:20])[CH2:23][CH2:24]2)=[N:8][CH:9]=1, predict the reactants needed to synthesize it. The reactants are: [NH2:1][C:2]1[C:17]([OH:18])=[CH:16][CH:15]=[CH:14][C:3]=1[C:4]([NH:6][C:7]1[CH:12]=[CH:11][C:10]([Cl:13])=[CH:9][N:8]=1)=[O:5].[CH:19]([N:22]1[CH2:27][CH2:26][CH:25]([CH:28]=O)[CH2:24][CH2:23]1)([CH3:21])[CH3:20].O.C1(C)C=CC(S(O)(=O)=O)=CC=1.O. (2) Given the product [C:37]1([C:30]2[O:31][C:32]([C:33]([F:35])([F:34])[F:36])=[C:28]([C:26]([NH:25][C:22]3[CH:21]=[CH:20][C:19]([CH:16]4[CH2:15][CH2:14][N:13]([C:11]([N:51]5[CH2:52][CH2:53][CH:48]([CH2:47][CH2:46][C:45]([OH:44])=[O:54])[CH2:49][CH2:50]5)=[O:10])[CH2:18][CH2:17]4)=[CH:24][CH:23]=3)=[O:27])[N:29]=2)[CH:42]=[CH:41][CH:40]=[CH:39][CH:38]=1, predict the reactants needed to synthesize it. The reactants are: [N+](C1C=CC([O:10][C:11]([N:13]2[CH2:18][CH2:17][CH:16]([C:19]3[CH:24]=[CH:23][C:22]([NH:25][C:26]([C:28]4[N:29]=[C:30]([C:37]5[CH:42]=[CH:41][CH:40]=[CH:39][CH:38]=5)[O:31][C:32]=4[C:33]([F:36])([F:35])[F:34])=[O:27])=[CH:21][CH:20]=3)[CH2:15][CH2:14]2)=O)=CC=1)([O-])=O.C[O:44][C:45](=[O:54])[CH2:46][CH2:47][CH:48]1[CH2:53][CH2:52][NH:51][CH2:50][CH2:49]1. (3) Given the product [CH3:1][O:2][CH2:3][CH2:4][N:5]([CH2:6][CH2:7][O:8][CH3:9])[CH3:10], predict the reactants needed to synthesize it. The reactants are: [CH3:1][O:2][CH2:3][CH2:4][NH:5][CH2:6][CH2:7][O:8][CH3:9].[CH:10](O)=O.C=O.Cl. (4) Given the product [OH:28][C:29]1[CH:34]=[C:33]([C:2]2[N:3]=[C:4]([N:22]3[CH2:27][CH2:26][O:25][CH2:24][CH2:23]3)[C:5]3[N:10]=[N:9][N:8]([CH2:11][C:12]4[CH:21]=[CH:20][C:15]([C:16]([O:18][CH3:19])=[O:17])=[CH:14][CH:13]=4)[C:6]=3[N:7]=2)[CH:32]=[CH:31][CH:30]=1, predict the reactants needed to synthesize it. The reactants are: Cl[C:2]1[N:3]=[C:4]([N:22]2[CH2:27][CH2:26][O:25][CH2:24][CH2:23]2)[C:5]2[N:10]=[N:9][N:8]([CH2:11][C:12]3[CH:21]=[CH:20][C:15]([C:16]([O:18][CH3:19])=[O:17])=[CH:14][CH:13]=3)[C:6]=2[N:7]=1.[OH:28][C:29]1[CH:30]=[C:31](B(O)O)[CH:32]=[CH:33][CH:34]=1.C([O-])([O-])=O.[Na+].[Na+]. (5) The reactants are: [CH3:1][NH:2][CH3:3].[O:4]1[C:8]2([CH2:13][CH2:12][CH:11]([CH:14]=O)[CH2:10][CH2:9]2)[O:7][CH2:6][CH2:5]1.[C-:16]#[N:17].[K+].Cl. Given the product [CH3:1][N:2]([CH:14]([CH:11]1[CH2:10][CH2:9][C:8]2([O:4][CH2:5][CH2:6][O:7]2)[CH2:13][CH2:12]1)[C:16]#[N:17])[CH3:3], predict the reactants needed to synthesize it. (6) Given the product [CH:21]1([C:19]([NH:18][C:13]2[N:14]=[CH:15][C:16]3[C:11]([CH:12]=2)=[CH:10][CH:9]=[C:8]([C:5]2[C:4]([CH3:24])=[CH:3][C:2]([NH:26][C:25](=[O:32])[O:27][C:28]([CH3:31])([CH3:30])[CH3:29])=[N:7][CH:6]=2)[CH:17]=3)=[O:20])[CH2:23][CH2:22]1, predict the reactants needed to synthesize it. The reactants are: Cl[C:2]1[N:7]=[CH:6][C:5]([C:8]2[CH:17]=[C:16]3[C:11]([CH:12]=[C:13]([NH:18][C:19]([CH:21]4[CH2:23][CH2:22]4)=[O:20])[N:14]=[CH:15]3)=[CH:10][CH:9]=2)=[C:4]([CH3:24])[CH:3]=1.[C:25](=[O:32])([O:27][C:28]([CH3:31])([CH3:30])[CH3:29])[NH2:26].C(=O)([O-])[O-].[Cs+].[Cs+].